From a dataset of Forward reaction prediction with 1.9M reactions from USPTO patents (1976-2016). Predict the product of the given reaction. (1) Given the reactants Br[C:2]1[CH:3]=[N:4][N:5]2[CH:10]=[CH:9][C:8]([C:11]3[CH:21]=[CH:20][C:14]([C:15]([O:17][CH2:18][CH3:19])=[O:16])=[CH:13][CH:12]=3)=[N:7][C:6]=12.[C:22]([C:24]1[CH:29]=[CH:28][C:27](B(O)O)=[CH:26][CH:25]=1)#[N:23].[O-]P([O-])([O-])=O.[K+].[K+].[K+], predict the reaction product. The product is: [C:22]([C:24]1[CH:29]=[CH:28][C:27]([C:2]2[CH:3]=[N:4][N:5]3[CH:10]=[CH:9][C:8]([C:11]4[CH:21]=[CH:20][C:14]([C:15]([O:17][CH2:18][CH3:19])=[O:16])=[CH:13][CH:12]=4)=[N:7][C:6]=23)=[CH:26][CH:25]=1)#[N:23]. (2) Given the reactants CC(CCC[C@H]([C@@H]1[C@]2(C)[C@H]([C@H]3[C@H](CC2)[C@]2(C)C(C[C@H](CC2)O)=CC3)CC1)C)C.[CH3:29][CH2:30][CH2:31][CH2:32][CH2:33][CH2:34][CH2:35][CH2:36][O:37][CH:38]1[O:43][C@H:42]([CH2:44][OH:45])[C@@H:41]([OH:46])[C@H:40]([OH:47])[C@H:39]1[OH:48], predict the reaction product. The product is: [CH3:29][CH2:30][CH2:31][CH2:32][CH2:33][CH2:34][CH2:35][CH2:36][O:37][C@@H:38]1[O:43][C@H:42]([CH2:44][OH:45])[C@@H:41]([OH:46])[C@H:40]([OH:47])[C@H:39]1[OH:48]. (3) Given the reactants [C:1]([NH:4][C@@H:5]1[C@@H:11]([OH:12])[C@H:10]([F:13])[C@@H:9]([CH2:14][OH:15])[O:8][CH:6]1[OH:7])(=[O:3])[CH3:2].C(O[C:20](=[O:22])[CH3:21])(=O)C, predict the reaction product. The product is: [C:1]([NH:4][C@@H:5]1[C@@H:11]([O:12][C:6](=[O:7])[CH3:5])[C@H:10]([F:13])[C@@H:9]([CH2:14][O:15][C:20](=[O:22])[CH3:21])[O:8][CH:6]1[O:7][C:1](=[O:3])[CH3:2])(=[O:3])[CH3:2]. (4) Given the reactants Br[C:2]1[CH:3]=[C:4]([N:12]2[CH2:17][CH2:16][O:15][CH2:14][CH2:13]2)[C:5]([O:8][CH2:9][CH2:10][OH:11])=[N:6][CH:7]=1.[CH3:18][C:19]1[CH:25]=[CH:24][C:22]([NH2:23])=[CH:21][C:20]=1B1OC(C)(C)C(C)(C)O1.C(=O)([O-])[O-].[Na+].[Na+], predict the reaction product. The product is: [NH2:23][C:22]1[CH:21]=[CH:20][C:19]([CH3:18])=[C:25]([C:2]2[CH:3]=[C:4]([N:12]3[CH2:17][CH2:16][O:15][CH2:14][CH2:13]3)[C:5]([O:8][CH2:9][CH2:10][OH:11])=[N:6][CH:7]=2)[CH:24]=1. (5) Given the reactants Cl[C:2]1[CH:7]=[C:6]([N+:8]([O-:10])=[O:9])[CH:5]=[CH:4][N:3]=1.C([Sn](CCCC)(CCCC)[C:16]1[CH2:17][CH2:18][O:19][CH2:20][CH:21]=1)CCC.C1(P(C2C=CC=CC=2)C2C=CC=CC=2)C=CC=CC=1.[Cl-].[Li+].C(C1C(O)=C(C(C)(C)C)C=C(C)C=1)(C)(C)C, predict the reaction product. The product is: [O:19]1[CH2:18][CH:17]=[C:16]([C:2]2[CH:7]=[C:6]([N+:8]([O-:10])=[O:9])[CH:5]=[CH:4][N:3]=2)[CH2:21][CH2:20]1. (6) Given the reactants [F:1][C:2]([C:5]1[C:9]([C:10]([F:13])([F:12])[F:11])=[C:8]([C:14]([O:16]CC)=[O:15])[N:7]([CH3:19])[N:6]=1)([CH3:4])[CH3:3].[OH-].[K+].O, predict the reaction product. The product is: [F:1][C:2]([C:5]1[C:9]([C:10]([F:11])([F:12])[F:13])=[C:8]([C:14]([OH:16])=[O:15])[N:7]([CH3:19])[N:6]=1)([CH3:3])[CH3:4]. (7) Given the reactants FC(F)(F)C1C=C(NC(=O)NC2C=CC(C3SC(CCC(O)=O)=NC=3)=CC=2)C=CC=1.[F:31][C:32]1[CH:37]=[CH:36][C:35]([CH3:38])=[CH:34][C:33]=1[NH:39][C:40](=[O:63])[NH:41][C:42]1[CH:47]=[CH:46][C:45]([C:48]2[S:52][C:51]([CH:53]3[CH2:58][CH2:57][CH:56]([C:59]([O:61]C)=[O:60])[CH2:55][CH2:54]3)=[N:50][CH:49]=2)=[CH:44][CH:43]=1, predict the reaction product. The product is: [F:31][C:32]1[CH:37]=[CH:36][C:35]([CH3:38])=[CH:34][C:33]=1[NH:39][C:40](=[O:63])[NH:41][C:42]1[CH:43]=[CH:44][C:45]([C:48]2[S:52][C:51]([CH:53]3[CH2:54][CH2:55][CH:56]([C:59]([OH:61])=[O:60])[CH2:57][CH2:58]3)=[N:50][CH:49]=2)=[CH:46][CH:47]=1.